Dataset: Forward reaction prediction with 1.9M reactions from USPTO patents (1976-2016). Task: Predict the product of the given reaction. (1) Given the reactants [F:1][C:2]([F:25])([C:7]1[CH:12]=[CH:11][C:10](N2C=NC(C3C=CC(C)=CC=3)=N2)=[CH:9][CH:8]=1)[C:3]([F:6])([F:5])[F:4].[F:26][C:27](I)([F:32])[C:28]([F:31])([F:30])[F:29].[Br:34][C:35]1[CH:40]=[CH:39][C:38]([I:41])=[CH:37][CH:36]=1, predict the reaction product. The product is: [Br:34][C:10]1[CH:11]=[CH:12][C:7]([C:2]([F:25])([F:1])[C:3]([F:6])([F:5])[F:4])=[CH:8][CH:9]=1.[I:41][C:38]1[CH:39]=[CH:40][C:35]([C:27]([F:32])([F:26])[C:28]([F:31])([F:30])[F:29])=[CH:36][CH:37]=1. (2) Given the reactants C([O:3][C:4]([C:6]1[CH:7]=[N:8][C:9]([Cl:23])=[CH:10][C:11]=1[NH:12][CH2:13][C:14]1[CH:19]=[CH:18][C:17]([O:20][CH3:21])=[C:16]([Cl:22])[CH:15]=1)=O)C.[H-].[Al+3].[Li+].[H-].[H-].[H-].CC(C)=O, predict the reaction product. The product is: [OH:3][CH2:4][C:6]1[CH:7]=[N:8][C:9]([Cl:23])=[CH:10][C:11]=1[NH:12][CH2:13][C:14]1[CH:19]=[CH:18][C:17]([O:20][CH3:21])=[C:16]([Cl:22])[CH:15]=1. (3) Given the reactants [NH2:1][C:2]1[CH:7]=[CH:6][C:5]([O:8][CH3:9])=[CH:4][C:3]=1[OH:10].C(N(CC)CC)C.[Cl:18][CH2:19][C:20](Cl)=[O:21].O, predict the reaction product. The product is: [Cl:18][CH2:19][C:20]([NH:1][C:2]1[CH:7]=[CH:6][C:5]([O:8][CH3:9])=[CH:4][C:3]=1[OH:10])=[O:21]. (4) Given the reactants [O:1]=[C:2]1[N:10]([CH2:11][CH2:12][CH3:13])[C:9]2[N:8]=[C:7]([C:14]34[CH2:22][C:18]([CH:23]=O)([CH2:19][CH2:20][CH2:21]3)[CH2:17][CH2:16][CH2:15]4)[NH:6][C:5]=2[C:4](=[O:25])[N:3]1[CH2:26][CH2:27][CH3:28].C[O:30][C:31](=[O:33])[CH3:32].[Li+].[OH-].O, predict the reaction product. The product is: [O:1]=[C:2]1[N:10]([CH2:11][CH2:12][CH3:13])[C:9]2[N:8]=[C:7]([C:14]34[CH2:22][C:18]([CH:23]=[CH:32][C:31]([OH:33])=[O:30])([CH2:19][CH2:20][CH2:21]3)[CH2:17][CH2:16][CH2:15]4)[NH:6][C:5]=2[C:4](=[O:25])[N:3]1[CH2:26][CH2:27][CH3:28].